Dataset: NCI-60 drug combinations with 297,098 pairs across 59 cell lines. Task: Regression. Given two drug SMILES strings and cell line genomic features, predict the synergy score measuring deviation from expected non-interaction effect. (1) Drug 1: CC1OCC2C(O1)C(C(C(O2)OC3C4COC(=O)C4C(C5=CC6=C(C=C35)OCO6)C7=CC(=C(C(=C7)OC)O)OC)O)O. Drug 2: C1=NC2=C(N1)C(=S)N=C(N2)N. Cell line: OVCAR-8. Synergy scores: CSS=44.0, Synergy_ZIP=-4.04, Synergy_Bliss=-3.13, Synergy_Loewe=-9.48, Synergy_HSA=-0.468. (2) Drug 1: C(=O)(N)NO. Drug 2: CCN(CC)CCCC(C)NC1=C2C=C(C=CC2=NC3=C1C=CC(=C3)Cl)OC. Cell line: SF-268. Synergy scores: CSS=12.2, Synergy_ZIP=-3.41, Synergy_Bliss=0.749, Synergy_Loewe=-4.51, Synergy_HSA=0.573.